This data is from Full USPTO retrosynthesis dataset with 1.9M reactions from patents (1976-2016). The task is: Predict the reactants needed to synthesize the given product. (1) Given the product [O:11]=[C:6]1[CH:7]([C:13](=[O:14])[C:12]([O:17][CH3:18])=[O:16])[CH2:8][CH2:9][C:10]2[CH:1]=[N:2][CH:3]=[CH:4][C:5]1=2, predict the reactants needed to synthesize it. The reactants are: [CH:1]1[C:10]2[CH2:9][CH2:8][CH2:7][C:6](=[O:11])[C:5]=2[CH:4]=[CH:3][N:2]=1.[C:12]([O:17][CH2:18]C)(=[O:16])[C:13]([O-])=[O:14].C[O-].[Na+]. (2) The reactants are: FC(F)(S(F)(=O)=O)[C:3](F)(F)[C:4](F)(F)[C:5]([F:8])(F)F.[F:18][C:19]1[N:24]=[C:23]([N:25]2[C@@H](CO)C[O:27][C:26]2=[O:32])[CH:22]=[CH:21][N:20]=1.F.F.F.C(N(CC)CC)C.C(N(CC)CC)C. Given the product [F:8][CH2:5][C@H:4]1[CH2:3][O:32][C:26](=[O:27])[N:25]1[C:23]1[CH:22]=[CH:21][N:20]=[C:19]([F:18])[N:24]=1, predict the reactants needed to synthesize it.